Dataset: Catalyst prediction with 721,799 reactions and 888 catalyst types from USPTO. Task: Predict which catalyst facilitates the given reaction. (1) Reactant: C1CCN(C(N=NC(N2CCCCC2)=O)=O)CC1.[CH3:19][O:20][C:21]1[CH:25]=[C:24]([C:26]2[CH:27]=[C:28]([OH:38])[CH:29]=[CH:30][C:31]=2[O:32][CH:33]([CH3:37])[CH2:34][O:35][CH3:36])[NH:23][N:22]=1.[N:39]1[CH:44]=[CH:43][C:42]([CH2:45]O)=[CH:41][CH:40]=1.C(P(CCCC)CCCC)CCC. Product: [CH3:19][O:20][C:21]1[CH:25]=[C:24]([C:26]2[CH:27]=[C:28]([CH:29]=[CH:30][C:31]=2[O:32][CH:33]([CH3:37])[CH2:34][O:35][CH3:36])[O:38][CH2:45][C:42]2[CH:43]=[CH:44][N:39]=[CH:40][CH:41]=2)[NH:23][N:22]=1. The catalyst class is: 11. (2) Reactant: [Cl:1][C:2]1[CH:7]=[C:6]([Cl:8])[CH:5]=[CH:4][C:3]=1[CH2:9][C:10](=O)[CH:11]([NH:17][C:18](=O)[CH:19]([CH3:21])[CH3:20])[C:12]([O:14][CH2:15][CH3:16])=[O:13].COC1C=CC(P2(SP(C3C=CC(OC)=CC=3)(=S)S2)=[S:33])=CC=1. Product: [Cl:1][C:2]1[CH:7]=[C:6]([Cl:8])[CH:5]=[CH:4][C:3]=1[CH2:9][C:10]1[S:33][C:18]([CH:19]([CH3:21])[CH3:20])=[N:17][C:11]=1[C:12]([O:14][CH2:15][CH3:16])=[O:13]. The catalyst class is: 11.